From a dataset of Forward reaction prediction with 1.9M reactions from USPTO patents (1976-2016). Predict the product of the given reaction. (1) Given the reactants [F:1][C:2]1[CH:7]=[CH:6][C:5]([S:8](Cl)(=[O:10])=[O:9])=[C:4]([CH2:12][CH:13]2[CH2:20][N:19]3[CH:15]([CH2:16][CH2:17][CH2:18]3)[CH2:14]2)[CH:3]=1.[NH2:21][C:22]1[C:31]([C:32]([O:34][CH3:35])=[O:33])=[C:30]2[C:25]([C@H:26]3[CH2:36][C@H:27]3[CH2:28][O:29]2)=[CH:24][CH:23]=1, predict the reaction product. The product is: [F:1][C:2]1[CH:7]=[CH:6][C:5]([S:8]([NH:21][C:22]2[C:31]([C:32]([O:34][CH3:35])=[O:33])=[C:30]3[C:25]([C@H:26]4[CH2:36][C@H:27]4[CH2:28][O:29]3)=[CH:24][CH:23]=2)(=[O:10])=[O:9])=[C:4]([CH2:12][CH:13]2[CH2:20][N:19]3[CH:15]([CH2:16][CH2:17][CH2:18]3)[CH2:14]2)[CH:3]=1. (2) The product is: [Cl:1][C:2]1[C:3]([C:17]2[CH:22]=[C:21]([Cl:23])[CH:20]=[CH:19][C:18]=2[C:24]#[N:25])=[CH:4][C:5](=[O:16])[N:6]([CH:8]([CH2:32][C@@H:33]2[CH2:38][CH2:37][CH2:36][CH2:35][O:34]2)[C:9]([O:11][C:12]([CH3:15])([CH3:14])[CH3:13])=[O:10])[CH:7]=1. Given the reactants [Cl:1][C:2]1[C:3]([C:17]2[CH:22]=[C:21]([Cl:23])[CH:20]=[CH:19][C:18]=2[C:24]#[N:25])=[CH:4][C:5](=[O:16])[N:6]([CH2:8][C:9]([O:11][C:12]([CH3:15])([CH3:14])[CH3:13])=[O:10])[CH:7]=1.FC(F)(F)S(O[CH2:32][C@@H:33]1[CH2:38][CH2:37][CH2:36][CH2:35][O:34]1)(=O)=O, predict the reaction product.